This data is from Forward reaction prediction with 1.9M reactions from USPTO patents (1976-2016). The task is: Predict the product of the given reaction. (1) Given the reactants Cl.[O:2]=[C:3]1[N:7]([C:8]2[CH:17]=[CH:16][C:11]([C:12]([O:14][CH3:15])=[O:13])=[CH:10][CH:9]=2)[CH2:6][C:5]2([CH2:22][CH2:21][NH:20][CH2:19][CH2:18]2)[O:4]1.[Br:23][C:24]1[CH:29]=[C:28]([CH2:30]Br)[C:27]([Cl:32])=[CH:26][C:25]=1[Cl:33], predict the reaction product. The product is: [Br:23][C:24]1[C:25]([Cl:33])=[CH:26][C:27]([Cl:32])=[C:28]([CH:29]=1)[CH2:30][N:20]1[CH2:21][CH2:22][C:5]2([O:4][C:3](=[O:2])[N:7]([C:8]3[CH:17]=[CH:16][C:11]([C:12]([O:14][CH3:15])=[O:13])=[CH:10][CH:9]=3)[CH2:6]2)[CH2:18][CH2:19]1. (2) Given the reactants [N:1]1[CH:6]=[CH:5][CH:4]=[CH:3][C:2]=1[N:7]1[CH2:12][CH2:11][N:10]([C:13](=[O:28])[C:14]([C:16]2[C:24]3[C:19](=[C:20](Cl)[N:21]=[CH:22][C:23]=3[O:25][CH3:26])[NH:18][CH:17]=2)=[O:15])[CH2:9][CH2:8]1.[S:29]1[CH:33]=[CH:32][N:31]=[C:30]1[Sn](CCCC)(CCCC)CCCC, predict the reaction product. The product is: [N:1]1[CH:6]=[CH:5][CH:4]=[CH:3][C:2]=1[N:7]1[CH2:12][CH2:11][N:10]([C:13](=[O:28])[C:14]([C:16]2[C:24]3[C:19](=[C:20]([C:30]4[S:29][CH:33]=[CH:32][N:31]=4)[N:21]=[CH:22][C:23]=3[O:25][CH3:26])[NH:18][CH:17]=2)=[O:15])[CH2:9][CH2:8]1. (3) Given the reactants [S:1]1[C:9]2[C:4](=[N:5][CH:6]=[CH:7][CH:8]=2)[N:3]=[CH:2]1.[CH2:10]1[C:15]2[C:16]3[CH:22]=[CH:21][CH:20]=[CH:19][C:17]=3[S:18][C:14]=2[CH2:13][CH2:12][NH:11]1.C=O.[C:25]([OH:28])(=[O:27])[CH3:26].[O:29]1[CH2:34][CH2:33]OCC1, predict the reaction product. The product is: [CH:25]([OH:28])=[O:27].[S:1]1[C:9]2[C:4](=[N:5][CH:6]=[CH:7][CH:8]=2)[N:3]=[C:2]1[O:29][C:34]1[CH:33]=[C:4]2[C:9]([C:25]([CH2:26][N:11]3[CH2:12][CH2:13][C:14]4[S:18][C:17]5[CH:19]=[CH:20][CH:21]=[CH:22][C:16]=5[C:15]=4[CH2:10]3)=[CH:2][NH:3]2)=[CH:8][CH:7]=1.